From a dataset of Forward reaction prediction with 1.9M reactions from USPTO patents (1976-2016). Predict the product of the given reaction. (1) Given the reactants Br[CH2:2][C:3]([C:5]1[CH:10]=[CH:9][C:8]([O:11][CH3:12])=[C:7]([O:13][CH3:14])[CH:6]=1)=O.[C:15]([NH2:18])(=[S:17])[CH3:16], predict the reaction product. The product is: [CH3:14][O:13][C:7]1[CH:6]=[C:5]([C:3]2[N:18]=[C:15]([CH3:16])[S:17][CH:2]=2)[CH:10]=[CH:9][C:8]=1[O:11][CH3:12]. (2) Given the reactants C([O:4][C@@H:5]1[C@H:9]([O:10]C(=O)C)[C@@H:8]([C:14]#[CH:15])[O:7][C@H:6]1[N:16]1[CH:24]=[N:23][C:22]2[C:17]1=[N:18][CH:19]=[N:20][C:21]=2Cl)(=O)C.[CH3:26][C@@H:27]1[C@H:31]([NH2:32])[CH2:30][CH2:29][O:28]1, predict the reaction product. The product is: [C:14]([C@H:8]1[O:7][C@@H:6]([N:16]2[CH:24]=[N:23][C:22]3[C:17]2=[N:18][CH:19]=[N:20][C:21]=3[NH:32][C@@H:31]2[CH2:30][CH2:29][O:28][C@@H:27]2[CH3:26])[C@H:5]([OH:4])[C@@H:9]1[OH:10])#[CH:15]. (3) Given the reactants Br[C:2]1[CH:7]=[CH:6][CH:5]=[C:4]([CH3:8])[C:3]=1[Cl:9].C([Sn](CCCC)(CCCC)OC)CCC.CC(=C)[CH2:27][C:28](=[O:30])[CH3:29].C1(C)C=CC=CC=1P(C1C=CC=CC=1C)C1C=CC=CC=1C, predict the reaction product. The product is: [Cl:9][C:3]1[C:4]([CH3:8])=[CH:5][CH:6]=[CH:7][C:2]=1[CH2:27][C:28](=[O:30])[CH3:29]. (4) Given the reactants [F:1][C:2]1[CH:36]=[CH:35][C:5]([CH2:6][N:7]2[C:15]3[C:10](=[CH:11][CH:12]=[CH:13][CH:14]=3)[C:9]3[CH2:16][CH:17]([C:20]([N:22]([CH2:28][CH2:29][C:30]([O:32][CH2:33][CH3:34])=[O:31])[CH2:23][C:24]([O:26]C)=O)=[O:21])[NH:18][CH2:19][C:8]2=3)=[CH:4][CH:3]=1.C1N=CN(C(N2C=NC=C2)=O)C=1.CCN(CC)CC, predict the reaction product. The product is: [F:1][C:2]1[CH:3]=[CH:4][C:5]([CH2:6][N:7]2[C:15]3[CH:14]=[CH:13][CH:12]=[CH:11][C:10]=3[C:9]3[CH2:16][CH:17]4[C:20](=[O:21])[N:22]([CH2:28][CH2:29][C:30]([O:32][CH2:33][CH3:34])=[O:31])[CH2:23][C:24](=[O:26])[N:18]4[CH2:19][C:8]2=3)=[CH:35][CH:36]=1. (5) Given the reactants [NH2:1][C:2]1[N:3]=[CH:4][C:5]([C:12]2[CH:13]=[C:14]([CH:18]=[CH:19][CH:20]=2)[C:15](O)=O)=[N:6][C:7]=1[C:8]([NH:10][CH3:11])=[O:9].C1C=CC2N(O)N=NC=2C=1.CN(C(ON1N=NC2C=CC=CC1=2)=[N+](C)C)C.F[P-](F)(F)(F)(F)F.FC(F)(F)C(O)=O.[N:62]1([C:68]2[CH:69]=[C:70]([CH2:74][NH2:75])[CH:71]=[CH:72][CH:73]=2)[CH2:67][CH2:66][O:65][CH2:64][CH2:63]1.[OH-], predict the reaction product. The product is: [NH2:1][C:2]1[C:7]([C:8]([NH:10][CH3:11])=[O:9])=[N:6][C:5]([C:12]2[CH:20]=[CH:19][CH:18]=[C:14]([CH2:15][NH:75][CH2:74][C:70]3[CH:71]=[CH:72][CH:73]=[C:68]([N:62]4[CH2:67][CH2:66][O:65][CH2:64][CH2:63]4)[CH:69]=3)[CH:13]=2)=[CH:4][N:3]=1. (6) The product is: [CH3:20][O:21][C:22]([C:23]1[CH:24]=[C:25]([OH:27])[C:34]2[C:29](=[C:30]([Br:35])[CH:31]=[CH:32][CH:33]=2)[N:28]=1)=[O:36]. Given the reactants BrC1C=CC(NC(=CC([O-])=O)C(OC)=O)=C(OC)C=1.[CH3:20][O:21][C:22](=[O:36])[C:23]([NH:28][C:29]1[CH:34]=[CH:33][CH:32]=[CH:31][C:30]=1[Br:35])=[CH:24][C:25]([O-:27])=O, predict the reaction product. (7) Given the reactants [Cl:1][C:2]1[CH:11]=[CH:10][C:9]2[C:4](=[CH:5][C:6]3[CH2:16][CH2:15][NH:14][CH2:13][CH2:12][C:7]=3[CH:8]=2)[N:3]=1.[F:17][C:18]([F:38])([F:37])[C:19](N1CCC2C=C3C(C=CC(=O)N3)=CC=2CC1)=[O:20].P(Cl)(Cl)(Cl)=[O:40].C(=O)([O-])[O-].[K+].[K+], predict the reaction product. The product is: [F:17][C:18]([F:38])([F:37])[C:19]([OH:40])=[O:20].[Cl:1][C:2]1[CH:11]=[CH:10][C:9]2[C:4](=[CH:5][C:6]3[CH2:16][CH2:15][NH:14][CH2:13][CH2:12][C:7]=3[CH:8]=2)[N:3]=1. (8) Given the reactants Cl[C:2]1[C:7]([S:8]([NH:11][C:12]2[CH:13]=[C:14]([CH3:27])[C:15](CNC(=O)OC(C)(C)C)=[N:16][CH:17]=2)(=[O:10])=[O:9])=[CH:6][CH:5]=[CH:4][N:3]=1.[F:28][C:29]1[CH:36]=[C:35]([O:37][CH3:38])[CH:34]=[C:33]([F:39])[C:30]=1[CH2:31][NH2:32].C([N:43]([CH2:47]C)C(C)C)(C)C.[C:49](N1C=CN=C1)(N1C=CN=C1)=[O:50].C(N(CC)CC)C.FC1C=C(OC)C=C(F)C=1CN1C2N=CC=CC=2S(=O)(=O)N(C2C=CC(OC)=C(OC)C=2)C1=O.C(O)(C(F)(F)F)=O.FC1C=C(OC)C=C(F)C=1CN1C2C=CC=CC=2S(=O)(=O)N(C2C=CC(OC)=C(NC)N=2)C1=O, predict the reaction product. The product is: [F:28][C:29]1[CH:36]=[C:35]([O:37][CH3:38])[CH:34]=[C:33]([F:39])[C:30]=1[CH2:31][N:32]1[C:2]2[N:3]=[CH:4][CH:5]=[CH:6][C:7]=2[S:8](=[O:9])(=[O:10])[N:11]([C:12]2[CH:17]=[N:16][C:15]([NH:43][CH3:47])=[C:14]([CH3:27])[CH:13]=2)[C:49]1=[O:50].